From a dataset of Forward reaction prediction with 1.9M reactions from USPTO patents (1976-2016). Predict the product of the given reaction. (1) Given the reactants [Br:1][C:2]1[CH:3]=[N:4][CH:5]=[C:6]2[C:11]=1[N:10]=[C:9]([C:12]([OH:14])=O)[CH:8]=[CH:7]2.[CH3:15][N:16]1CC[O:19][CH2:18][CH2:17]1.F[B-](F)(F)F.N1(OC(=[N+](C)C)N(C)C)C2C=CC=CC=2N=N1.CNCCO.C(=O)([O-])[O-].[Na+].[Na+].[Cl-].[Na+], predict the reaction product. The product is: [OH:19][CH2:18][CH2:17][N:16]([CH3:15])[C:12]([C:9]1[CH:8]=[CH:7][C:6]2[C:11](=[C:2]([Br:1])[CH:3]=[N:4][CH:5]=2)[N:10]=1)=[O:14]. (2) The product is: [CH2:28]([O:27][C:25](=[O:26])[C:24]([O:15][C:12]1[CH:13]=[CH:14][C:9]([O:8][CH2:1][C:2]2[CH:3]=[CH:4][CH:5]=[CH:6][CH:7]=2)=[CH:10][C:11]=1[Br:16])([CH3:31])[CH3:30])[CH3:29]. Given the reactants [CH2:1]([O:8][C:9]1[CH:14]=[CH:13][C:12]([OH:15])=[C:11]([Br:16])[CH:10]=1)[C:2]1[CH:7]=[CH:6][CH:5]=[CH:4][CH:3]=1.C([O-])([O-])=O.[Cs+].[Cs+].Br[C:24]([CH3:31])([CH3:30])[C:25]([O:27][CH2:28][CH3:29])=[O:26], predict the reaction product. (3) Given the reactants [CH2:1]([CH:3]1[O:5][CH2:4]1)Cl.[OH-].[Na+].O.[OH:9][C:10]([CH3:24])([CH3:23])[C:11]([C:13]1[CH:18]=[CH:17][C:16]([O:19][CH2:20][CH2:21][OH:22])=[CH:15][CH:14]=1)=[O:12], predict the reaction product. The product is: [OH:9][C:10]([CH3:24])([CH3:23])[C:11]([C:13]1[CH:18]=[CH:17][C:16]([O:19][CH2:20][CH2:21][O:22][CH2:1][CH:3]2[CH2:4][O:5]2)=[CH:15][CH:14]=1)=[O:12].